Dataset: Peptide-MHC class I binding affinity with 185,985 pairs from IEDB/IMGT. Task: Regression. Given a peptide amino acid sequence and an MHC pseudo amino acid sequence, predict their binding affinity value. This is MHC class I binding data. The binding affinity (normalized) is 0.0847. The peptide sequence is FSDLCNFLI. The MHC is HLA-B39:01 with pseudo-sequence HLA-B39:01.